This data is from Forward reaction prediction with 1.9M reactions from USPTO patents (1976-2016). The task is: Predict the product of the given reaction. (1) Given the reactants [NH2:1][C:2]1[N:7]=[C:6]([Cl:8])[C:5]([CH:9]=[O:10])=[C:4]([Cl:11])[N:3]=1.[CH3:12][Mg+].[Br-], predict the reaction product. The product is: [NH2:1][C:2]1[N:3]=[C:4]([Cl:11])[C:5]([CH:9]([OH:10])[CH3:12])=[C:6]([Cl:8])[N:7]=1. (2) Given the reactants [C:1]([O:5][CH:6]([O:8][CH2:9][CH3:10])[CH3:7])(=[O:4])[CH:2]=[CH2:3].[C:11]([O:16][CH2:17][CH:18]1[O:20][CH2:19]1)(=[O:15])[C:12]([CH3:14])=[CH2:13].[C:21]([O:26][CH2:27][C:28]1[CH:33]=[CH:32][CH:31]=[CH:30][CH:29]=1)(=[O:25])[C:22]([CH3:24])=[CH2:23].N(C(C)(CC)C([O-])=O)=NC(C)(CC)C([O-])=O, predict the reaction product. The product is: [C:6]([O:8][CH:9]([CH3:10])[CH2:11][O:16][CH3:17])(=[O:5])[CH3:7].[C:1]([O:5][CH:6]([O:8][CH2:9][CH3:10])[CH3:7])(=[O:4])[CH:2]=[CH2:3].[C:11]([O:16][CH2:17][CH:18]1[O:20][CH2:19]1)(=[O:15])[C:12]([CH3:14])=[CH2:13].[C:21]([O:26][CH2:27][C:28]1[CH:29]=[CH:30][CH:31]=[CH:32][CH:33]=1)(=[O:25])[C:22]([CH3:24])=[CH2:23]. (3) Given the reactants Cl[C:2]1[C:7]([CH3:8])=[C:6]([Cl:9])[N:5]=[CH:4][C:3]=1[C:10]([N:12]1[CH2:17][CH2:16][CH:15]([C:18]2[CH:23]=[CH:22][C:21]([F:24])=[CH:20][CH:19]=2)[CH2:14][CH2:13]1)=[O:11].[F:25][C:26]1[CH:32]=[CH:31][C:29]([NH2:30])=[C:28]([CH3:33])[CH:27]=1, predict the reaction product. The product is: [Cl:9][C:6]1[N:5]=[CH:4][C:3]([C:10]([N:12]2[CH2:17][CH2:16][CH:15]([C:18]3[CH:23]=[CH:22][C:21]([F:24])=[CH:20][CH:19]=3)[CH2:14][CH2:13]2)=[O:11])=[C:2]([NH:30][C:29]2[CH:31]=[CH:32][C:26]([F:25])=[CH:27][C:28]=2[CH3:33])[C:7]=1[CH3:8]. (4) Given the reactants [NH2:1][CH2:2][C:3]1[CH:12]=[CH:11][CH:10]=[C:9]2[C:4]=1[CH:5]=[C:6]([C:14]1[CH:19]=[CH:18][C:17]([CH2:20][N:21]3[CH2:26][CH2:25][N:24]([CH3:27])[CH2:23][CH2:22]3)=[CH:16][CH:15]=1)[NH:7][C:8]2=[O:13].[CH3:28][S:29](Cl)(=[O:31])=[O:30].CCN(C(C)C)C(C)C, predict the reaction product. The product is: [CH3:27][N:24]1[CH2:25][CH2:26][N:21]([CH2:20][C:17]2[CH:16]=[CH:15][C:14]([C:6]3[NH:7][C:8](=[O:13])[C:9]4[C:4]([CH:5]=3)=[C:3]([CH2:2][NH:1][S:29]([CH3:28])(=[O:31])=[O:30])[CH:12]=[CH:11][CH:10]=4)=[CH:19][CH:18]=2)[CH2:22][CH2:23]1. (5) Given the reactants FC(F)(F)C(O)=O.[Cl:8][C:9]1[CH:14]=[CH:13][C:12]([C:15]2[NH:19][N:18]=[C:17]([C@@H:20]3[CH2:25][CH2:24][NH:23][CH2:22][C@H:21]3[C:26]3[CH:31]=[CH:30][C:29]([F:32])=[CH:28][CH:27]=3)[CH:16]=2)=[CH:11][CH:10]=1.[F:33][C:34]([F:47])([F:46])[O:35][C:36]1[CH:41]=[CH:40][C:39]([S:42](Cl)(=[O:44])=[O:43])=[CH:38][CH:37]=1, predict the reaction product. The product is: [Cl:8][C:9]1[CH:14]=[CH:13][C:12]([C:15]2[NH:19][N:18]=[C:17]([CH:20]3[CH2:25][CH2:24][N:23]([S:42]([C:39]4[CH:38]=[CH:37][C:36]([O:35][C:34]([F:33])([F:46])[F:47])=[CH:41][CH:40]=4)(=[O:44])=[O:43])[CH2:22][CH:21]3[C:26]3[CH:27]=[CH:28][C:29]([F:32])=[CH:30][CH:31]=3)[CH:16]=2)=[CH:11][CH:10]=1. (6) Given the reactants [CH2:1]([O:3][C:4]1[CH:5]=[C:6]([C:13](=[O:36])[CH2:14][CH2:15][C:16]([NH:18][C:19]2[CH:28]=[C:27]([C:29]3[CH:34]=[CH:33][C:32]([OH:35])=[CH:31][CH:30]=3)[C:26]3[C:21](=[CH:22][CH:23]=[CH:24][CH:25]=3)[N:20]=2)=[O:17])[CH:7]=[CH:8][C:9]=1[O:10][CH2:11][CH3:12])[CH3:2].Br[CH2:38][C:39]([O:41][C:42]([CH3:45])([CH3:44])[CH3:43])=[O:40].C(=O)([O-])[O-].[K+].[K+].[I-].[K+], predict the reaction product. The product is: [CH2:1]([O:3][C:4]1[CH:5]=[C:6]([C:13](=[O:36])[CH2:14][CH2:15][C:16]([NH:18][C:19]2[CH:28]=[C:27]([C:29]3[CH:30]=[CH:31][C:32]([O:35][CH2:38][C:39]([O:41][C:42]([CH3:45])([CH3:44])[CH3:43])=[O:40])=[CH:33][CH:34]=3)[C:26]3[C:21](=[CH:22][CH:23]=[CH:24][CH:25]=3)[N:20]=2)=[O:17])[CH:7]=[CH:8][C:9]=1[O:10][CH2:11][CH3:12])[CH3:2].